Dataset: Forward reaction prediction with 1.9M reactions from USPTO patents (1976-2016). Task: Predict the product of the given reaction. Given the reactants [NH2:1][CH:2]([C:4]1[CH:5]=[C:6]([C:21]([N:23]([CH3:25])[CH3:24])=[O:22])[CH:7]=[C:8]2[C:13]=1[O:12][C:11]([N:14]1[CH2:19][CH2:18][O:17][CH2:16][CH2:15]1)=[CH:10][C:9]2=[O:20])[CH3:3].Br[C:27]1[CH:28]=[C:29]([CH:32]=[C:33]([F:35])[CH:34]=1)[C:30]#[N:31], predict the reaction product. The product is: [C:30]([C:29]1[CH:28]=[C:27]([NH:1][CH:2]([C:4]2[CH:5]=[C:6]([C:21]([N:23]([CH3:24])[CH3:25])=[O:22])[CH:7]=[C:8]3[C:13]=2[O:12][C:11]([N:14]2[CH2:19][CH2:18][O:17][CH2:16][CH2:15]2)=[CH:10][C:9]3=[O:20])[CH3:3])[CH:34]=[C:33]([F:35])[CH:32]=1)#[N:31].